This data is from Catalyst prediction with 721,799 reactions and 888 catalyst types from USPTO. The task is: Predict which catalyst facilitates the given reaction. (1) Reactant: [NH2:1][C:2]1[CH:3]=[C:4]2[C:8](=[CH:9][CH:10]=1)[NH:7][N:6]=[CH:5]2.Cl[CH2:12][C:13]([N:15]1[CH2:20][CH2:19][CH:18]([CH2:21][C:22]2[CH:27]=[CH:26][CH:25]=[CH:24][CH:23]=2)[CH2:17][CH2:16]1)=[O:14]. Product: [CH2:21]([CH:18]1[CH2:17][CH2:16][N:15]([C:13](=[O:14])[CH2:12][NH:1][C:2]2[CH:3]=[C:4]3[C:8](=[CH:9][CH:10]=2)[NH:7][N:6]=[CH:5]3)[CH2:20][CH2:19]1)[C:22]1[CH:27]=[CH:26][CH:25]=[CH:24][CH:23]=1. The catalyst class is: 27. (2) Reactant: Cl[C:2]1[N:3]([CH2:24][CH:25]2[CH2:29][CH2:28][O:27][CH2:26]2)[C:4]2[C:9]([N:10]=1)=[C:8]([N:11]1[CH2:16][CH2:15][O:14][CH2:13][CH2:12]1)[N:7]=[C:6]([C:17]1[CH:18]=[N:19][C:20]([NH2:23])=[N:21][CH:22]=1)[N:5]=2.[S:30]([N:34]1[CH2:39][CH2:38][NH:37][CH2:36][CH2:35]1)([CH3:33])(=[O:32])=[O:31]. Product: [CH3:33][S:30]([N:34]1[CH2:39][CH2:38][N:37]([C:2]2[N:3]([CH2:24][CH:25]3[CH2:29][CH2:28][O:27][CH2:26]3)[C:4]3[C:9]([N:10]=2)=[C:8]([N:11]2[CH2:12][CH2:13][O:14][CH2:15][CH2:16]2)[N:7]=[C:6]([C:17]2[CH:22]=[N:21][C:20]([NH2:23])=[N:19][CH:18]=2)[N:5]=3)[CH2:36][CH2:35]1)(=[O:32])=[O:31]. The catalyst class is: 16. (3) Reactant: [Br:1][C:2]1[CH:10]=[CH:9][CH:8]=[C:7]2[C:3]=1[CH2:4][CH2:5][CH:6]2[OH:11].[CH3:12][C:13]([Si:16](Cl)([CH3:18])[CH3:17])([CH3:15])[CH3:14].N1C=CN=C1. Product: [Br:1][C:2]1[CH:10]=[CH:9][CH:8]=[C:7]2[C:3]=1[CH2:4][CH2:5][CH:6]2[O:11][Si:16]([C:13]([CH3:15])([CH3:14])[CH3:12])([CH3:18])[CH3:17]. The catalyst class is: 3. (4) Reactant: [N:1]12[CH2:8][CH2:7][CH:4]([CH2:5][CH2:6]1)[C@@H:3]([O:9][C:10]1[N:15]=[N:14][C:13]([C:16]3[CH:17]=[C:18]4[C:22](=[CH:23][CH:24]=3)[NH:21][CH:20]=[CH:19]4)=[CH:12][CH:11]=1)[CH2:2]2.CC(O)=O.[Br:29]N1C(=O)CCC1=O. Product: [Br:29][C:19]1[C:18]2[C:22](=[CH:23][CH:24]=[C:16]([C:13]3[N:14]=[N:15][C:10]([O:9][C@@H:3]4[CH:4]5[CH2:7][CH2:8][N:1]([CH2:6][CH2:5]5)[CH2:2]4)=[CH:11][CH:12]=3)[CH:17]=2)[NH:21][CH:20]=1. The catalyst class is: 23. (5) Reactant: [NH2:1][C:2]1[CH:3]=[C:4]2[C:8](=[CH:9][CH:10]=1)[CH:7]([C:11]([OH:13])=[O:12])[CH2:6][CH2:5]2.[N-:14]=[N+:15]=[N-:16].[Na+].[CH:18](OCC)(OCC)OCC. Product: [N:1]1([C:2]2[CH:3]=[C:4]3[C:8](=[CH:9][CH:10]=2)[CH:7]([C:11]([OH:13])=[O:12])[CH2:6][CH2:5]3)[CH:18]=[N:16][N:15]=[N:14]1. The catalyst class is: 15.